From a dataset of Catalyst prediction with 721,799 reactions and 888 catalyst types from USPTO. Predict which catalyst facilitates the given reaction. (1) Reactant: Cl.C(O[C:5]([C:7]1[CH:8]=[C:9]2[C:13](=[CH:14][CH:15]=1)[NH:12][N:11]=[C:10]2[C:16]1[CH:21]=[CH:20][C:19]([F:22])=[CH:18][CH:17]=1)=[NH:6])C.[NH2:23][NH:24][C:25](=O)[CH2:26][NH:27][CH3:28].C[O-].[Na+]. Product: [F:22][C:19]1[CH:20]=[CH:21][C:16]([C:10]2[C:9]3[C:13](=[CH:14][CH:15]=[C:7]([C:5]4[N:6]=[C:25]([CH2:26][NH:27][CH3:28])[NH:24][N:23]=4)[CH:8]=3)[NH:12][N:11]=2)=[CH:17][CH:18]=1. The catalyst class is: 5. (2) Reactant: C(N(CC)CC)C.[CH3:8][Si:9]([CH3:16])([CH3:15])[CH2:10][CH2:11][O:12][CH2:13]Cl.[Cl:17][C:18]1[CH:19]=[C:20]2[NH:46][C:45]([S:47]([CH3:50])(=[O:49])=[O:48])=[N:44][C:21]2=[N:22][C:23]=1[C:24]1[CH:29]=[CH:28][C:27]([C:30]2[CH:35]=[CH:34][C:33]([C:36]([N:38]3[CH2:42][CH2:41][C@@H:40]([OH:43])[CH2:39]3)=[O:37])=[CH:32][CH:31]=2)=[CH:26][CH:25]=1. Product: [Cl:17][C:18]1[CH:19]=[C:20]2[N:46]([CH2:13][O:12][CH2:11][CH2:10][Si:9]([CH3:16])([CH3:15])[CH3:8])[C:45]([S:47]([CH3:50])(=[O:49])=[O:48])=[N:44][C:21]2=[N:22][C:23]=1[C:24]1[CH:29]=[CH:28][C:27]([C:30]2[CH:31]=[CH:32][C:33]([C:36]([N:38]3[CH2:42][CH2:41][C@@H:40]([OH:43])[CH2:39]3)=[O:37])=[CH:34][CH:35]=2)=[CH:26][CH:25]=1. The catalyst class is: 3.